Dataset: Experimentally validated miRNA-target interactions with 360,000+ pairs, plus equal number of negative samples. Task: Binary Classification. Given a miRNA mature sequence and a target amino acid sequence, predict their likelihood of interaction. (1) The miRNA is mmu-miR-1199-5p with sequence UCUGAGUCCCGGUCGCGCGG. The protein sequence of the target gene is MLRYWGEIPIPSGQTNRSSFDLLPREFRLVEVHDPPLHQPSANKPKPPTMLDIPSEPCSLTIHTIQLIQHNRRLRSLIATAQTQSQQQTEGVKAEESEPLPSCPGSPPLPDDLQPLDCKNPNAPFQIRHSDPESDFYRGKGEPVTELSWHSCRQLLYQAVATILAHTGFECANESVLETLTDVAHEYCLKFTKLLRFAVDREALLGQTPFPDVMEQVFHEVGIGSVLSLQKFWQHRIKDYHTYMLQISKQLSEEYERIVNPEKATEDTKPVKIKEEPVSDITFPVSEELEADLASGDQSL.... Result: 1 (interaction). (2) The miRNA is hsa-miR-98-5p with sequence UGAGGUAGUAAGUUGUAUUGUU. The protein sequence of the target gene is MTAAANWVANGASLEDCHSNLFSLAELTGIKWRRYNFGGHGDCGPIISAPAQDDPILLSFIRCLQANLLCVWRRDVKPDCKELWIFWWGDEPNLVGVIHHELQVVEEGLWENGLSYECRTLLFKAIHNLLERCLMDKNFVRIGKWFVRPYEKDEKPVNKSEHLSCAFTFFLHGESNVCTSVEIAQHQPIYLINEEHIHMAQSSPAPFQVLVSPYGLNGTLTGQAYKMSDPATRKLIEEWQYFYPMVLKKKEESKEEDELGYDDDFPVAVEVIVGGVRMVYPSAFVLISQNDIPVPQSVAS.... Result: 1 (interaction). (3) The miRNA is hsa-miR-3144-5p with sequence AGGGGACCAAAGAGAUAUAUAG. The protein sequence of the target gene is MMFRDQVGVLAGWFKGWNECEQTVALLSLLKRVSQTQARFLQLCLEHSLADCAELHVLEGEANSPGIINQWQQESKDKVISLLLTHLPLLKPGNLDAKAEYMKLLPKILAHSIEHNQHIEESRQLLSYALIHPATSLEDRSALAMWLNHLEDRTSTSFGSQNRGRSDSVDYGQTHYYHQRQNSDDKLNGWQNSRDSGICISASNWQDKSLGCENGHVPLYSSSSVPATINTIGTGASTILSGQAHHSPLKRSVSLTPPMNVPNQPLGHGWMSHEDLRARGPQCLPSDHAPLSPQSSVASS.... Result: 0 (no interaction). (4) The protein sequence of the target gene is MSSAMLVTCLPDPSSSFREDAPRPPVPGEEGETPPCQPGVGKGQVTKPMSVSSNTRRNEDGLGEPEGRASPDSPLTRWTKSLHSLLGDQDGAYLFRTFLEREKCVDTLDFWFACNGFRQMNLKDTKTLRVAKAIYKRYIENNSIVSKQLKPATKTYIRDGIKKQQIDSIMFDQAQTEIQSVMEENAYQMFLTSDIYLEYVRSGGENTAYMSNGGLGSLKVVCGYLPTLNEEEEWTCADFKCKLSPTVVGLSSKTLRATASVRSTETVDSGYRSFKRSDPVNPYHIGSGYVFAPATSANDS.... The miRNA is hsa-miR-103a-3p with sequence AGCAGCAUUGUACAGGGCUAUGA. Result: 1 (interaction). (5) The miRNA is mmu-miR-682 with sequence CUGCAGUCACAGUGAAGUCUG. The protein sequence of the target gene is MEPFCPLLLASFSLSLARAGQGNDTTPTESNWTSTTAGPPDPGASQPLLTWLLLPLLLLLFLLAAYFFRFRKQRKAVVSSNDKKMPNGILEEQEQQRVMLLSRSPSGPKKFFPIPVEHLEEEIRVRSADDCKRFREEFNSLPSGHIQGTFELANKEENREKNRYPNILPNDHCRVILSQVDGIPCSDYINASYIDGYKEKNKFIAAQGPKQETVNDFWRMVWEQRSATIVMLTNLKERKEEKCYQYWPDQGCWTYGNIRVCVEDCVVLVDYTIRKFCIHPQLPDSCKAPRLVSQLHFTSW.... Result: 1 (interaction).